Predict the reaction yield, written as a fraction of the theoretical maximum amount of product (1.0 means a 100% yield; for example, 0.34 means a 34% yield). From a dataset of Reaction yield outcomes from USPTO patents with 853,638 reactions. (1) The reactants are [C:1]([C:5]1[N:10]=[C:9]([N:11]2[CH2:16][CH2:15][N:14]([CH2:17][CH2:18][CH2:19][CH2:20][NH2:21])[CH2:13][CH2:12]2)[CH:8]=[C:7]([C:22]([F:25])([F:24])[F:23])[N:6]=1)([CH3:4])([CH3:3])[CH3:2].C1N=CN([C:31]([N:33]2[CH:37]=N[CH:35]=[CH:34]2)=[O:32])C=1.C1[C:44]2[CH:45]=[CH:46][CH:47]=[CH:48][C:43]=2[CH2:42]CNC1. The catalyst is C(Cl)(Cl)Cl.CO. The product is [C:1]([C:5]1[N:10]=[C:9]([N:11]2[CH2:16][CH2:15][N:14]([CH2:17][CH2:18][CH2:19][CH2:20][NH:21][C:31]([N:33]3[CH2:34][CH2:35][C:44]4[CH:45]=[CH:46][CH:47]=[CH:48][C:43]=4[CH2:42][CH2:37]3)=[O:32])[CH2:13][CH2:12]2)[CH:8]=[C:7]([C:22]([F:24])([F:25])[F:23])[N:6]=1)([CH3:4])([CH3:2])[CH3:3]. The yield is 0.210. (2) The reactants are Br[C:2]1[CH:3]=[C:4]2[C:8](=[CH:9][CH:10]=1)[N:7]([Si](C(C)C)(C(C)C)C(C)C)[CH:6]=[CH:5]2.[CH3:21][N:22]1[CH2:27][CH2:26][NH:25][CH2:24][CH2:23]1.CC([O-])(C)C.[Na+]. The catalyst is CC([O-])=O.CC([O-])=O.[Pd+2].P(C(C)(C)C)(C(C)(C)C)C(C)(C)C.C1(C)C(C)=CC=CC=1. The product is [CH3:21][N:22]1[CH2:27][CH2:26][N:25]([C:2]2[CH:3]=[C:4]3[C:8](=[CH:9][CH:10]=2)[NH:7][CH:6]=[CH:5]3)[CH2:24][CH2:23]1. The yield is 0.570. (3) The product is [CH3:1][N:2]([C:7]1[CH:8]=[CH:9][C:10]([C:13]2[CH:18]=[CH:17][N:16]=[C:15]3[NH:19][C:20]([CH3:22])=[CH:21][C:14]=23)=[CH:11][CH:12]=1)[S:3]([CH3:6])(=[O:4])=[O:5]. The catalyst is O1C=COC=C1.CO. The reactants are [CH3:1][N:2]([C:7]1[CH:12]=[CH:11][C:10]([C:13]2[CH:18]=[CH:17][N:16]=[C:15]3[N:19](S(C4C=CC=CC=4)(=O)=O)[C:20]([CH3:22])=[CH:21][C:14]=23)=[CH:9][CH:8]=1)[S:3]([CH3:6])(=[O:5])=[O:4].[OH-].[Na+].O. The yield is 0.740. (4) The reactants are [Cl:1](O)(=O)(=O)=O.C(OC([N:13]1[CH2:18][CH2:17][CH2:16][CH2:15][CH:14]1[CH2:19][CH2:20][CH2:21][C:22]([O:24][CH3:25])=[O:23])=O)(C)(C)C. The catalyst is O1CCOCC1.O. The product is [ClH:1].[NH:13]1[CH2:18][CH2:17][CH2:16][CH2:15][CH:14]1[CH2:19][CH2:20][CH2:21][C:22]([O:24][CH3:25])=[O:23]. The yield is 0.780. (5) The reactants are [NH:1]1C=NC=N1.P(Cl)(Cl)(Cl)=O.[N:11]1([C:19]([CH2:21][C@H:22]([CH2:35][OH:36])[O:23][CH2:24][P:25]([O:31][CH:32]([CH3:34])[CH3:33])([O:27][CH:28]([CH3:30])[CH3:29])=[O:26])=[O:20])[CH:18]=[CH:17][C:15](=O)[NH:14][C:12]1=[O:13]. The catalyst is N1C=CC=CC=1. The product is [N:11]1([C:19]([CH2:21][C@H:22]([CH2:35][OH:36])[O:23][CH2:24][P:25]([O:31][CH:32]([CH3:34])[CH3:33])([O:27][CH:28]([CH3:30])[CH3:29])=[O:26])=[O:20])[CH:18]=[CH:17][C:15]([NH2:1])=[N:14][C:12]1=[O:13]. The yield is 0.730. (6) The reactants are [F:1][C:2]1[CH:7]=[CH:6][C:5]([NH:8]C(=O)OC(C)(C)C)=[CH:4][C:3]=1[C@:16]1([CH3:27])[C:21]([F:23])([F:22])[CH2:20][C@:19]([F:25])([CH3:24])[C:18](=[S:26])[NH:17]1.C(O)(C(F)(F)F)=O. The catalyst is ClCCl.C1(C)C=CC=CC=1. The product is [NH2:8][C:5]1[CH:6]=[CH:7][C:2]([F:1])=[C:3]([C@@:16]2([CH3:27])[NH:17][C:18](=[S:26])[C@@:19]([F:25])([CH3:24])[CH2:20][C:21]2([F:23])[F:22])[CH:4]=1. The yield is 0.477. (7) The reactants are [Cl:1][C:2]1[CH:3]=[CH:4][C:5]([NH:18][CH2:19]C2CCNCC2)=[C:6]([CH:17]=1)[C:7]([NH:9][C:10]1[CH:15]=[CH:14][C:13]([CH3:16])=[CH:12][N:11]=1)=[O:8].C([N:33]1[CH2:38][CH2:37][CH:36](C=O)[CH2:35][CH2:34]1)(OC(C)(C)C)=O.NC1C=CC(Cl)=CC=1C(NC1C=CC(C)=CN=1)=O. No catalyst specified. The product is [Cl:1][C:2]1[CH:3]=[CH:4][C:5]([N:18]([CH:36]2[CH2:35][CH2:34][NH:33][CH2:38][CH2:37]2)[CH3:19])=[C:6]([CH:17]=1)[C:7]([NH:9][C:10]1[CH:15]=[CH:14][C:13]([CH3:16])=[CH:12][N:11]=1)=[O:8]. The yield is 0.100. (8) The reactants are [H-].[Na+].[C:3]1([CH2:9][NH:10][C:11]([CH:13]([C:19]([O:21]CC)=O)[C:14]([O:16]CC)=O)=[O:12])[CH:8]=[CH:7][CH:6]=[CH:5][CH:4]=1.[CH:24]1([N:30]=[C:31]=[O:32])[CH2:29][CH2:28][CH2:27][CH2:26][CH2:25]1.[NH2:33][CH2:34][C:35]([OH:37])=[O:36].Cl. The catalyst is O1CCOCC1.C1CCN2C(=NCCC2)CC1. The product is [CH:24]1([N:30]2[C:19]([OH:21])=[C:13]([C:14]([NH:33][CH2:34][C:35]([OH:37])=[O:36])=[O:16])[C:11](=[O:12])[N:10]([CH2:9][C:3]3[CH:4]=[CH:5][CH:6]=[CH:7][CH:8]=3)[C:31]2=[O:32])[CH2:29][CH2:28][CH2:27][CH2:26][CH2:25]1. The yield is 0.0700.